From a dataset of Reaction yield outcomes from USPTO patents with 853,638 reactions. Predict the reaction yield, written as a fraction of the theoretical maximum amount of product (1.0 means a 100% yield; for example, 0.34 means a 34% yield). (1) The yield is 0.500. The product is [Cl:29][C:25]1[CH:24]=[C:23]([CH:20]([NH2:21])[C:10]2[CH:11]=[CH:12][C:13]([CH2:14][N:15]3[CH2:19][CH2:18][CH2:17][CH2:16]3)=[C:8]([Cl:7])[CH:9]=2)[CH:28]=[CH:27][CH:26]=1. The reactants are [H-].[H-].[H-].[H-].[Li+].[Al+3].[Cl:7][C:8]1[CH:9]=[C:10]([C:20]([C:23]2[CH:28]=[CH:27][CH:26]=[C:25]([Cl:29])[CH:24]=2)=[N:21]O)[CH:11]=[CH:12][C:13]=1[CH2:14][N:15]1[CH2:19][CH2:18][CH2:17][CH2:16]1. The catalyst is C1COCC1. (2) The reactants are [Cl:1][C:2]1[C:3]([NH:9][CH:10]2[CH2:15][CH2:14][N:13]([CH3:16])[CH2:12][CH2:11]2)=[CH:4][C:5]([NH2:8])=[N:6][CH:7]=1.Br[C:18]1[C:23]([C:24]#[N:25])=[N:22][CH:21]=[CH:20][N:19]=1.C1C=CC(P(C2C(C3C(P(C4C=CC=CC=4)C4C=CC=CC=4)=CC=C4C=3C=CC=C4)=C3C(C=CC=C3)=CC=2)C2C=CC=CC=2)=CC=1.CC(C)([O-])C.[Na+]. The catalyst is O1CCOCC1. The product is [Cl:1][C:2]1[C:3]([NH:9][CH:10]2[CH2:15][CH2:14][N:13]([CH3:16])[CH2:12][CH2:11]2)=[CH:4][C:5]([NH:8][C:20]2[N:19]=[CH:18][C:23]([C:24]#[N:25])=[N:22][CH:21]=2)=[N:6][CH:7]=1. The yield is 0.300. (3) The reactants are [CH3:1][C:2]1([CH3:39])[CH2:7][CH2:6][C:5]([C:8]2[CH:13]=[C:12]([CH2:14][CH2:15][S:16](=[O:20])(=[O:19])[NH:17][CH3:18])[CH:11]=[CH:10][C:9]=2[NH:21][C:22]([C:24]2[N:25](COCC[Si](C)(C)C)[CH:26]=[C:27]([C:29]#[N:30])[N:28]=2)=[O:23])=[CH:4][CH2:3]1.CO.C(O)(C(F)(F)F)=O. The catalyst is C(Cl)Cl. The product is [CH3:1][C:2]1([CH3:39])[CH2:7][CH2:6][C:5]([C:8]2[CH:13]=[C:12]([CH2:14][CH2:15][S:16](=[O:20])(=[O:19])[NH:17][CH3:18])[CH:11]=[CH:10][C:9]=2[NH:21][C:22]([C:24]2[NH:25][CH:26]=[C:27]([C:29]#[N:30])[N:28]=2)=[O:23])=[CH:4][CH2:3]1. The yield is 0.260. (4) The reactants are Cl[C:2]1[N:7]=[C:6]([NH:8][C:9]([C:11]2([C:14]3[CH:24]=[CH:23][C:17]4[O:18][C:19]([F:22])([F:21])[O:20][C:16]=4[CH:15]=3)[CH2:13][CH2:12]2)=[O:10])[CH:5]=[CH:4][C:3]=1[CH3:25].[CH3:26][C:27]1[C:36](B2OC(C)(C)C(C)(C)O2)=[C:35]([CH3:46])[CH:34]=[CH:33][C:28]=1[C:29]([O:31][CH3:32])=[O:30].C(=O)([O-])[O-].[Na+].[Na+]. The yield is 0.300. The catalyst is COCCOC.C1C=CC([P]([Pd]([P](C2C=CC=CC=2)(C2C=CC=CC=2)C2C=CC=CC=2)([P](C2C=CC=CC=2)(C2C=CC=CC=2)C2C=CC=CC=2)[P](C2C=CC=CC=2)(C2C=CC=CC=2)C2C=CC=CC=2)(C2C=CC=CC=2)C2C=CC=CC=2)=CC=1. The product is [F:21][C:19]1([F:22])[O:18][C:17]2[CH:23]=[CH:24][C:14]([C:11]3([C:9]([NH:8][C:6]4[N:7]=[C:2]([C:36]5[C:27]([CH3:26])=[C:28]([CH:33]=[CH:34][C:35]=5[CH3:46])[C:29]([O:31][CH3:32])=[O:30])[C:3]([CH3:25])=[CH:4][CH:5]=4)=[O:10])[CH2:13][CH2:12]3)=[CH:15][C:16]=2[O:20]1. (5) The reactants are C([O:3][C:4]([C:6]1[N:7]([CH2:18][Si:19]([CH3:22])([CH3:21])[CH3:20])[N:8]=[N:9][C:10]=1[C:11]1[CH:16]=[CH:15][C:14]([F:17])=[CH:13][N:12]=1)=O)C.[OH-].[Na+]. The catalyst is C1(C)C=CC=CC=1. The product is [F:17][C:14]1[CH:15]=[CH:16][C:11]([C:10]2[N:9]=[N:8][N:7]([CH2:18][Si:19]([CH3:20])([CH3:21])[CH3:22])[C:6]=2[CH2:4][OH:3])=[N:12][CH:13]=1. The yield is 0.840. (6) The reactants are [OH:1][C:2]1[CH:3]=[C:4]([CH:9]=[C:10]([OH:12])[CH:11]=1)[C:5]([O:7][CH3:8])=[O:6].[H-].[Na+].[CH3:15][C:16]1[CH:23]=[CH:22][CH:21]=[CH:20][C:17]=1[CH2:18]Br. The catalyst is CN(C=O)C. The product is [CH3:8][O:7][C:5](=[O:6])[C:4]1[CH:3]=[C:2]([O:1][CH2:15][C:16]2[CH:23]=[CH:22][CH:21]=[CH:20][C:17]=2[CH3:18])[CH:11]=[C:10]([OH:12])[CH:9]=1. The yield is 0.270. (7) The catalyst is CCO. The product is [CH3:1][C:2]1[CH:7]=[CH:6][C:5]([NH:8][CH2:9][CH:14]([OH:15])[CH:13]([OH:16])[CH:12]([OH:17])[CH2:11][OH:10])=[CH:4][C:3]=1[N+:18]([O-:20])=[O:19]. The reactants are [CH3:1][C:2]1[CH:7]=[CH:6][C:5]([NH:8][CH:9]2[CH:14]([OH:15])[CH:13]([OH:16])[CH:12]([OH:17])[CH2:11][O:10]2)=[CH:4][C:3]=1[N+:18]([O-:20])=[O:19].[BH4-].[Na+]. The yield is 0.660.